Dataset: Reaction yield outcomes from USPTO patents with 853,638 reactions. Task: Predict the reaction yield, written as a fraction of the theoretical maximum amount of product (1.0 means a 100% yield; for example, 0.34 means a 34% yield). The reactants are [CH3:1][N:2]([CH:10]1[CH2:15][CH2:14][N:13]([CH3:16])[CH2:12][CH2:11]1)[C:3]1[CH:8]=[CH:7][CH:6]=[C:5]([NH2:9])[N:4]=1.[Br:17][C:18]1[CH:26]=[CH:25]C=C[C:19]=1[C:20]([Cl:22])=O.[O:27]1[CH2:32][CH2:31]OCC1. No catalyst specified. The product is [ClH:22].[Br:17][C:18]1[CH:26]=[CH:25][C:31]([C:32]([NH:9][C:5]2[CH:6]=[CH:7][CH:8]=[C:3]([N:2]([CH3:1])[CH:10]3[CH2:15][CH2:14][N:13]([CH3:16])[CH2:12][CH2:11]3)[N:4]=2)=[O:27])=[CH:20][CH:19]=1. The yield is 0.840.